Task: Predict the reactants needed to synthesize the given product.. Dataset: Full USPTO retrosynthesis dataset with 1.9M reactions from patents (1976-2016) (1) Given the product [F:1][C:2]1[CH:7]=[C:6]([F:8])[CH:5]=[CH:4][C:3]=1[N:9]1[C:13]([C:14]2[S:23][C:22]3[C:21]4[N:24]=[C:25]([C:28]5[CH:33]=[CH:32][C:31]([N:35]6[CH2:40][CH2:39][CH2:38][CH2:37][CH2:36]6)=[N:30][CH:29]=5)[CH:26]=[CH:27][C:20]=4[O:19][CH2:18][CH2:17][C:16]=3[CH:15]=2)=[N:12][CH:11]=[N:10]1, predict the reactants needed to synthesize it. The reactants are: [F:1][C:2]1[CH:7]=[C:6]([F:8])[CH:5]=[CH:4][C:3]=1[N:9]1[C:13]([C:14]2[S:23][C:22]3[C:21]4[N:24]=[C:25]([C:28]5[CH:29]=[N:30][C:31](F)=[CH:32][CH:33]=5)[CH:26]=[CH:27][C:20]=4[O:19][CH2:18][CH2:17][C:16]=3[CH:15]=2)=[N:12][CH:11]=[N:10]1.[NH:35]1[CH2:40][CH2:39][CH2:38][CH2:37][CH2:36]1. (2) Given the product [NH2:7][C:8]1[S:9][C:10]2[CH:16]=[C:15]([CH2:17][C:18]3[CH:19]=[CH:20][C:21]([NH:24][S:25]([CH3:28])(=[O:26])=[O:27])=[CH:22][CH:23]=3)[CH:14]=[C:13]([C:29]3[CH:34]=[CH:33][CH:32]=[C:31]([Cl:35])[CH:30]=3)[C:11]=2[N:12]=1, predict the reactants needed to synthesize it. The reactants are: C(OC(=O)[NH:7][C:8]1[S:9][C:10]2[CH:16]=[C:15]([CH2:17][C:18]3[CH:23]=[CH:22][C:21]([NH:24][S:25]([CH3:28])(=[O:27])=[O:26])=[CH:20][CH:19]=3)[CH:14]=[C:13]([C:29]3[CH:34]=[CH:33][CH:32]=[C:31]([Cl:35])[CH:30]=3)[C:11]=2[N:12]=1)(C)(C)C.C(O)(C(F)(F)F)=O. (3) Given the product [Cl:3][C:4]1[CH:5]=[C:6]([C:23]2[CH2:24][CH2:25][C:26](=[O:29])[NH:27][N:28]=2)[CH:7]=[CH:8][C:9]=1[O:10][CH2:11][CH2:12][CH2:13][O:14][CH2:15][C:16]1[CH:21]=[CH:20][C:19]([O:22][CH2:39][C@@H:38]2[CH2:32][O:33]2)=[CH:18][CH:17]=1, predict the reactants needed to synthesize it. The reactants are: [H-].[Na+].[Cl:3][C:4]1[CH:5]=[C:6]([C:23]2[CH2:24][CH2:25][C:26](=[O:29])[NH:27][N:28]=2)[CH:7]=[CH:8][C:9]=1[O:10][CH2:11][CH2:12][CH2:13][O:14][CH2:15][C:16]1[CH:21]=[CH:20][C:19]([OH:22])=[CH:18][CH:17]=1.ClC1C=C(C2CCC(=O)NN=2)[CH:39]=[CH:38][C:32]=1[O:33]CC(O)=O.[Cl-].[NH4+]. (4) Given the product [NH2:26][C:27]1[C:28]([C:34]([NH:36][CH3:37])=[O:35])=[N:29][C:30]([C:15]2[CH:14]=[N:13][CH:12]=[C:11]([C:9]([NH:8][CH2:7][C:1]3[CH:2]=[CH:3][CH:4]=[CH:5][CH:6]=3)=[O:10])[CH:16]=2)=[CH:31][N:32]=1, predict the reactants needed to synthesize it. The reactants are: [C:1]1([CH2:7][NH:8][C:9]([C:11]2[CH:12]=[N:13][CH:14]=[C:15](B3OC(C)(C)C(C)(C)O3)[CH:16]=2)=[O:10])[CH:6]=[CH:5][CH:4]=[CH:3][CH:2]=1.[NH2:26][C:27]1[C:28]([C:34]([NH:36][CH3:37])=[O:35])=[N:29][C:30](Br)=[CH:31][N:32]=1. (5) Given the product [C:17]1([CH2:16][CH2:15][C:14]([NH:13][C@@H:10]2[C:11](=[O:12])[N:5]([CH2:4][C:3]([OH:28])=[O:2])[C:6]3[CH:27]=[CH:26][CH:25]=[CH:24][C:7]=3[NH:8][CH2:9]2)=[O:23])[CH:22]=[CH:21][CH:20]=[CH:19][CH:18]=1, predict the reactants needed to synthesize it. The reactants are: C[O:2][C:3](=[O:28])[CH2:4][N:5]1[C:11](=[O:12])[C@@H:10]([NH:13][C:14](=[O:23])[CH2:15][CH2:16][C:17]2[CH:22]=[CH:21][CH:20]=[CH:19][CH:18]=2)[CH2:9][NH:8][C:7]2[CH:24]=[CH:25][CH:26]=[CH:27][C:6]1=2.O.[OH-].[Li+]. (6) Given the product [Cl:19][C:20]1[CH:25]=[C:24]([B:9]2[O:10][C:11]([CH3:16])([CH3:17])[C:12]([CH3:14])([CH3:15])[O:13]2)[CH:23]=[C:22]([Cl:26])[C:21]=1[O:27][C:28]([F:29])([F:30])[F:31], predict the reactants needed to synthesize it. The reactants are: [CH3:16][C:11]1([CH3:17])[C:12]([CH3:15])([CH3:14])[O:13][B:9]([B:9]2[O:13][C:12]([CH3:15])([CH3:14])[C:11]([CH3:17])([CH3:16])[O:10]2)[O:10]1.[Cl:19][C:20]1[CH:25]=[CH:24][CH:23]=[C:22]([Cl:26])[C:21]=1[O:27][C:28]([F:31])([F:30])[F:29]. (7) Given the product [F:5][C:6]1[CH:22]=[CH:21][C:9]2[C:10]([C:13]3[CH:14]=[CH:15][C:16]([OH:19])=[CH:17][CH:18]=3)=[N:11][O:12][C:8]=2[CH:7]=1, predict the reactants needed to synthesize it. The reactants are: B(Br)(Br)Br.[F:5][C:6]1[CH:22]=[CH:21][C:9]2[C:10]([C:13]3[CH:18]=[CH:17][C:16]([O:19]C)=[CH:15][CH:14]=3)=[N:11][O:12][C:8]=2[CH:7]=1.CO. (8) Given the product [NH2:39][C:5]([CH2:8][N:9]1[C:17]2[C:12](=[C:13]([C:18]3[N:22]=[C:21]([C:23]4[CH:28]=[CH:27][C:26]([C:29]5[CH:34]=[CH:33][CH:32]=[CH:31][C:30]=5[C:35]([F:38])([F:37])[F:36])=[CH:25][CH:24]=4)[O:20][N:19]=3)[CH:14]=[CH:15][CH:16]=2)[CH2:11][CH2:10]1)([CH2:4][OH:3])[CH2:6][OH:7], predict the reactants needed to synthesize it. The reactants are: CC1(C)[O:7][CH2:6][C:5]([NH:39]C(=O)OC(C)(C)C)([CH2:8][N:9]2[C:17]3[C:12](=[C:13]([C:18]4[N:22]=[C:21]([C:23]5[CH:28]=[CH:27][C:26]([C:29]6[CH:34]=[CH:33][CH:32]=[CH:31][C:30]=6[C:35]([F:38])([F:37])[F:36])=[CH:25][CH:24]=5)[O:20][N:19]=4)[CH:14]=[CH:15][CH:16]=3)[CH2:11][CH2:10]2)[CH2:4][O:3]1.CC1(C)OCC(NC(=O)OC(C)(C)C)(CNC2C=CC(CCCCCCCC)=CC=2)CO1. (9) Given the product [Cl:15][C:7]1[N:8]=[CH:9][C:10]2[N:11]=[C:2]([Cl:1])[CH:3]=[CH:4][C:5]=2[N:6]=1, predict the reactants needed to synthesize it. The reactants are: [Cl:1][C:2]1[CH:3]=[CH:4][C:5]2[C:10]([N:11]=1)=[CH:9][NH:8][C:7](=O)[N:6]=2.O=P(Cl)(Cl)[Cl:15].